This data is from Full USPTO retrosynthesis dataset with 1.9M reactions from patents (1976-2016). The task is: Predict the reactants needed to synthesize the given product. (1) The reactants are: C(OC([N:8]1[CH2:13][CH2:12][CH2:11][C@@H:10]([O:14][C:15]([NH2:17])=[O:16])[CH2:9]1)=O)(C)(C)C.[ClH:18]. Given the product [ClH:18].[NH2:17][C:15]([O:14][C@@H:10]1[CH2:11][CH2:12][CH2:13][NH:8][CH2:9]1)=[O:16], predict the reactants needed to synthesize it. (2) Given the product [CH3:28][O:27][C:22](=[O:26])[C@@H:23]([O:13][C:12](=[O:14])[CH2:11][N:8]1[C:7]2[CH:15]=[CH:16][CH:17]=[C:18]([CH:19]([CH3:21])[CH3:20])[C:6]=2[O:5][C@H:4]([CH:1]([CH3:3])[CH3:2])[C:9]1=[S:10])[CH3:25], predict the reactants needed to synthesize it. The reactants are: [CH:1]([CH:4]1[C:9](=[S:10])[N:8]([CH2:11][C:12]([OH:14])=[O:13])[C:7]2[CH:15]=[CH:16][CH:17]=[C:18]([CH:19]([CH3:21])[CH3:20])[C:6]=2[O:5]1)([CH3:3])[CH3:2].[C:22]([O:27][CH3:28])(=[O:26])[C@H:23]([CH3:25])O.O. (3) Given the product [Br:21][C:19]1[CH:20]=[C:15]([NH:14][C:12]([NH2:11])=[S:13])[CH:16]=[C:17]([Br:22])[CH:18]=1, predict the reactants needed to synthesize it. The reactants are: [OH-].[Na+].C([NH:11][C:12]([NH:14][C:15]1[CH:20]=[C:19]([Br:21])[CH:18]=[C:17]([Br:22])[CH:16]=1)=[S:13])(=O)C1C=CC=CC=1. (4) Given the product [C:33]([O:37][C:38](=[O:47])[C:39]1[CH:40]=[CH:41][C:42]([CH2:45][CH:5]([C:6]2[CH:7]=[CH:8][C:9]([C:12]3[CH2:17][CH2:16][C@@H:15]([C:18]([CH3:21])([CH3:20])[CH3:19])[CH2:14][CH:13]=3)=[CH:10][CH:11]=2)[C:4]([O:3][CH2:1][CH3:2])=[O:22])=[CH:43][CH:44]=1)([CH3:36])([CH3:35])[CH3:34], predict the reactants needed to synthesize it. The reactants are: [CH2:1]([O:3][C:4](=[O:22])[CH2:5][C:6]1[CH:11]=[CH:10][C:9]([C:12]2[CH2:17][CH2:16][C@@H:15]([C:18]([CH3:21])([CH3:20])[CH3:19])[CH2:14][CH:13]=2)=[CH:8][CH:7]=1)[CH3:2].C[Si](C)(C)N[Si](C)(C)C.[Li].[C:33]([O:37][C:38](=[O:47])[C:39]1[CH:44]=[CH:43][C:42]([CH2:45]Br)=[CH:41][CH:40]=1)([CH3:36])([CH3:35])[CH3:34]. (5) The reactants are: [CH3:1][O:2][C:3](=[O:17])[C@@H:4]([CH3:16])[CH2:5][O:6][C:7]1[CH:12]=[CH:11][C:10]([C:13]#[N:14])=[C:9]([F:15])[CH:8]=1.[H][H].[ClH:20]. Given the product [ClH:20].[CH3:1][O:2][C:3](=[O:17])[C@@H:4]([CH3:16])[CH2:5][O:6][C:7]1[CH:12]=[CH:11][C:10]([CH2:13][NH2:14])=[C:9]([F:15])[CH:8]=1, predict the reactants needed to synthesize it. (6) Given the product [CH2:40]([N:29]([CH2:22][C:23]1[CH:28]=[CH:27][CH:26]=[CH:25][CH:24]=1)[C:30]1[N:31]=[CH:32][N:33]=[C:34]([NH:1][C:2]2[CH:3]=[CH:4][C:5]([O:17][CH2:18][CH2:19][O:20][CH3:21])=[C:6]([N:8]([CH3:16])[C:9](=[O:15])[O:10][C:11]([CH3:14])([CH3:13])[CH3:12])[CH:7]=2)[C:35]=1[N+:36]([O-:38])=[O:37])[C:41]1[CH:42]=[CH:43][CH:44]=[CH:45][CH:46]=1, predict the reactants needed to synthesize it. The reactants are: [NH2:1][C:2]1[CH:3]=[CH:4][C:5]([O:17][CH2:18][CH2:19][O:20][CH3:21])=[C:6]([N:8]([CH3:16])[C:9](=[O:15])[O:10][C:11]([CH3:14])([CH3:13])[CH3:12])[CH:7]=1.[CH2:22]([N:29]([CH2:40][C:41]1[CH:46]=[CH:45][CH:44]=[CH:43][CH:42]=1)[C:30]1[C:35]([N+:36]([O-:38])=[O:37])=[C:34](Cl)[N:33]=[CH:32][N:31]=1)[C:23]1[CH:28]=[CH:27][CH:26]=[CH:25][CH:24]=1.O. (7) Given the product [CH3:24][O:23][CH2:21][CH2:20][CH:17]1[CH2:18][CH2:19][NH:14][CH2:15][CH2:16]1, predict the reactants needed to synthesize it. The reactants are: [H-].[H-].[H-].[H-].[Li+].[Al+3].C(OC([N:14]1[CH2:19][CH2:18][CH:17]([CH2:20][C:21]([O:23][CH3:24])=O)[CH2:16][CH2:15]1)=O)(C)(C)C.O.[OH-].[Na+].